From a dataset of Catalyst prediction with 721,799 reactions and 888 catalyst types from USPTO. Predict which catalyst facilitates the given reaction. (1) Reactant: [CH:1]1([CH:4]=O)[CH2:3][CH2:2]1.[CH2:6]([O:13][NH2:14])[C:7]1[CH:12]=[CH:11][CH:10]=[CH:9][CH:8]=1.C([O-])(=O)C.[Na+]. Product: [CH2:6]([O:13][N:14]=[CH:4][CH:1]1[CH2:2][CH2:3]1)[C:7]1[CH:12]=[CH:11][CH:10]=[CH:9][CH:8]=1. The catalyst class is: 8. (2) Reactant: [F:1][CH:2]([F:28])[O:3][C:4]1[CH:9]=[CH:8][CH:7]=[CH:6][C:5]=1[NH:10][S:11]([C:14]1[CH:19]=[CH:18][C:17]([O:20][CH3:21])=[C:16]([N:22]2[CH2:27][CH2:26][NH:25][CH2:24][CH2:23]2)[CH:15]=1)(=[O:13])=[O:12].C(N([CH2:34][CH3:35])CC)C.[C:36](O[C:36]([O:38][C:39](C)(C)[CH3:40])=[O:37])([O:38][C:39](C)(C)[CH3:40])=[O:37]. Product: [F:28][CH:2]([F:1])[O:3][C:4]1[CH:9]=[CH:8][CH:7]=[CH:6][C:5]=1[NH:10][S:11]([C:14]1[CH:19]=[CH:18][C:17]([O:20][CH3:21])=[C:16]([N:22]2[CH2:27][CH2:26][N:25]([C:36]([O:38][CH2:39][CH2:40][CH2:34][CH3:35])=[O:37])[CH2:24][CH2:23]2)[CH:15]=1)(=[O:12])=[O:13]. The catalyst class is: 7. (3) Reactant: Cl[C:2]1[N:7]=[C:6]([O:8][C@@H:9]([C@H:11]2[CH2:15][N:14]([C@H:16]([C:18]3[CH:23]=[CH:22][C:21]([O:24][CH3:25])=[CH:20][CH:19]=3)[CH3:17])[C:13](=[O:26])[CH2:12]2)[CH3:10])[C:5]2=[CH:27][N:28]([CH3:30])[N:29]=[C:4]2[CH:3]=1.[C:31]([N:35]1[CH:39]=[C:38](B2OC(C)(C)C(C)(C)O2)[CH:37]=[N:36]1)([CH3:34])([CH3:33])[CH3:32].C(=O)([O-])[O-].[Na+].[Na+].C(Cl)Cl. Product: [C:31]([N:35]1[CH:39]=[C:38]([C:2]2[N:7]=[C:6]([O:8][C@@H:9]([C@H:11]3[CH2:15][N:14]([C@H:16]([C:18]4[CH:23]=[CH:22][C:21]([O:24][CH3:25])=[CH:20][CH:19]=4)[CH3:17])[C:13](=[O:26])[CH2:12]3)[CH3:10])[C:5]3=[CH:27][N:28]([CH3:30])[N:29]=[C:4]3[CH:3]=2)[CH:37]=[N:36]1)([CH3:34])([CH3:33])[CH3:32]. The catalyst class is: 75.